From a dataset of Reaction yield outcomes from USPTO patents with 853,638 reactions. Predict the reaction yield, written as a fraction of the theoretical maximum amount of product (1.0 means a 100% yield; for example, 0.34 means a 34% yield). (1) The reactants are [O:1]1[C:3]2([CH2:8][CH2:7][N:6]([C:9]([O:11][C:12]([CH3:15])([CH3:14])[CH3:13])=[O:10])[CH2:5][CH2:4]2)[CH2:2]1.Cl.[NH2:17][C:18]1([C:21]#[N:22])[CH2:20][CH2:19]1.[OH-].[K+].[Al]. The catalyst is C(O)C. The product is [C:21]([C:18]1([NH:17][CH2:2][C:3]2([OH:1])[CH2:8][CH2:7][N:6]([C:9]([O:11][C:12]([CH3:15])([CH3:14])[CH3:13])=[O:10])[CH2:5][CH2:4]2)[CH2:20][CH2:19]1)#[N:22]. The yield is 0.530. (2) The reactants are [C:1]([C:3]1[CH:4]=[C:5]([CH:10]=[CH:11][C:12]=1[O:13][CH3:14])[C:6]([O:8]C)=[O:7])#[N:2].CO.[Li+].[OH-].Cl. The catalyst is C1COCC1.O. The product is [C:1]([C:3]1[CH:4]=[C:5]([CH:10]=[CH:11][C:12]=1[O:13][CH3:14])[C:6]([OH:8])=[O:7])#[N:2]. The yield is 1.00. (3) The reactants are [F:1][C:2]1[CH:7]=[CH:6][C:5]([C:8]2(O)[C:12]3[C:13]([CH3:33])=[C:14]([N:19]4[CH2:24][CH2:23][N:22]([C:25]5[CH:30]=[CH:29][C:28]([O:31][CH3:32])=[CH:27][CH:26]=5)[CH2:21][CH2:20]4)[C:15]([CH3:18])=[C:16]([CH3:17])[C:11]=3[O:10][C:9]2([CH3:35])[CH3:34])=[CH:4][CH:3]=1. The catalyst is C(O)C. The product is [F:1][C:2]1[CH:7]=[CH:6][C:5]([CH:8]2[C:12]3[C:13]([CH3:33])=[C:14]([N:19]4[CH2:24][CH2:23][N:22]([C:25]5[CH:26]=[CH:27][C:28]([O:31][CH3:32])=[CH:29][CH:30]=5)[CH2:21][CH2:20]4)[C:15]([CH3:18])=[C:16]([CH3:17])[C:11]=3[O:10][C:9]2([CH3:35])[CH3:34])=[CH:4][CH:3]=1. The yield is 0.780. (4) The reactants are [C:1]([C:5]1[CH:10]=[CH:9][C:8]([C:11]2[C:12]3[C:17]([CH:18]=[C:19]4[C:24]=2[CH:23]=[CH:22][CH:21]=[CH:20]4)=[CH:16][CH:15]=[CH:14][CH:13]=3)=[CH:7][CH:6]=1)([CH3:4])([CH3:3])[CH3:2].[Br:25]Br.S([O-])([O-])(=O)=S.[Na+].[Na+]. The catalyst is C(Cl)(Cl)(Cl)Cl. The product is [Br:25][C:18]1[C:19]2[C:24]([C:11]([C:8]3[CH:7]=[CH:6][C:5]([C:1]([CH3:4])([CH3:2])[CH3:3])=[CH:10][CH:9]=3)=[C:12]3[C:17]=1[CH:16]=[CH:15][CH:14]=[CH:13]3)=[CH:23][CH:22]=[CH:21][CH:20]=2. The yield is 0.990. (5) The reactants are [Cl:1][C:2]1[CH:3]=[C:4]([N:9]2[CH:13]([CH3:14])[CH2:12][C:11]([OH:15])=[N:10]2)[CH:5]=[CH:6][C:7]=1[Cl:8].Cl.Cl[CH2:18][CH2:19][N:20]1[CH2:25][CH2:24][O:23][CH2:22][CH2:21]1.C([O-])([O-])=O.[K+].[K+].[Na+].[I-]. The catalyst is CN(C)C=O.O. The product is [Cl:1][C:2]1[CH:3]=[C:4]([N:9]2[C:13]([CH3:14])=[CH:12][C:11]([O:15][CH2:18][CH2:19][N:20]3[CH2:25][CH2:24][O:23][CH2:22][CH2:21]3)=[N:10]2)[CH:5]=[CH:6][C:7]=1[Cl:8]. The yield is 0.690. (6) The catalyst is C1COCC1. The reactants are [Cl:1][C:2]1[C:11]2[C:6](=[CH:7][CH:8]=[C:9]([F:12])[CH:10]=2)[N:5]=[C:4]([C:13]([O:15]CC)=O)[N:3]=1.[F:18][C:19]1[CH:24]=[CH:23][C:22]([Mg]Br)=[CH:21][CH:20]=1.C1COCC1. The yield is 0.690. The product is [Cl:1][C:2]1[C:11]2[C:6](=[CH:7][CH:8]=[C:9]([F:12])[CH:10]=2)[N:5]=[C:4]([C:13]([C:22]2[CH:23]=[CH:24][C:19]([F:18])=[CH:20][CH:21]=2)=[O:15])[N:3]=1. (7) The yield is 0.910. The reactants are P(Cl)(Cl)(Cl)=O.[CH3:6][N:7]1[C:15]2[C:10](=[CH:11][CH:12]=[CH:13][CH:14]=2)[C:9]([CH3:16])=[CH:8]1.[OH-].[Na+].CN([CH:22]=[O:23])C. The product is [CH3:6][N:7]1[C:15]2[C:10](=[CH:11][CH:12]=[CH:13][CH:14]=2)[C:9]([CH3:16])=[C:8]1[CH:22]=[O:23]. The catalyst is O.